Dataset: Full USPTO retrosynthesis dataset with 1.9M reactions from patents (1976-2016). Task: Predict the reactants needed to synthesize the given product. (1) Given the product [CH2:24]([N:23]([CH2:26][CH3:27])[S:20]([C:16]1[CH:17]=[CH:18][CH:19]=[C:14]([N:9]2[CH:10]=[CH:11][C:12](=[O:13])[C:7]([C:5]3[N:36]([C:31]4[CH:32]=[CH:33][CH:34]=[CH:35][C:30]=4[F:29])[N:37]=[CH:3][CH:4]=3)=[N:8]2)[CH:15]=1)(=[O:22])=[O:21])[CH3:25], predict the reactants needed to synthesize it. The reactants are: CN(C)/[CH:3]=[CH:4]/[C:5]([C:7]1[C:12](=[O:13])[CH:11]=[CH:10][N:9]([C:14]2[CH:15]=[C:16]([S:20]([N:23]([CH2:26][CH3:27])[CH2:24][CH3:25])(=[O:22])=[O:21])[CH:17]=[CH:18][CH:19]=2)[N:8]=1)=O.[F:29][C:30]1[CH:35]=[CH:34][CH:33]=[CH:32][C:31]=1[NH:36][NH2:37]. (2) The reactants are: [CH2:1]([O:8][C:9](=[O:29])[C@@H:10]([NH:21][C:22]([O:24][C:25]([CH3:28])([CH3:27])[CH3:26])=[O:23])[CH2:11][C:12]1[NH:16][C:15]2[CH:17]=[CH:18][CH:19]=[CH:20][C:14]=2[N:13]=1)[C:2]1[CH:7]=[CH:6][CH:5]=[CH:4][CH:3]=1.[CH3:30][C:31]1[CH:36]=[CH:35][C:34](B(O)O)=[CH:33][CH:32]=1.N1C=CC=CC=1. Given the product [CH2:1]([O:8][C:9](=[O:29])[C@@H:10]([NH:21][C:22]([O:24][C:25]([CH3:26])([CH3:28])[CH3:27])=[O:23])[CH2:11][C:12]1[N:16]([C:34]2[CH:35]=[CH:36][C:31]([CH3:30])=[CH:32][CH:33]=2)[C:15]2[CH:17]=[CH:18][CH:19]=[CH:20][C:14]=2[N:13]=1)[C:2]1[CH:7]=[CH:6][CH:5]=[CH:4][CH:3]=1, predict the reactants needed to synthesize it. (3) Given the product [C:18]([O:10][C:3]1[C:4]([CH3:9])=[C:5]([C:6]([CH3:8])=[CH:7][C:2]=1[CH3:1])[NH2:13])(=[O:20])[CH3:19], predict the reactants needed to synthesize it. The reactants are: [CH3:1][C:2]1[CH:7]=[C:6]([CH3:8])[CH:5]=[C:4]([CH3:9])[C:3]=1[OH:10].C([N:13](CC)CC)C.[C:18](Cl)(=[O:20])[CH3:19]. (4) Given the product [CH3:1][C:2]1[NH:7][C:6]([CH3:8])=[C:5]([C:9]([O:11][C:12]([CH2:15][N:16]([CH2:18][CH2:19][CH:20]([C:21]2[CH:22]=[CH:23][CH:24]=[CH:25][CH:26]=2)[C:27]2[CH:28]=[CH:29][CH:30]=[CH:31][CH:32]=2)[CH3:17])([CH3:13])[CH3:14])=[O:10])[CH:4]([C:33]2[CH:34]=[CH:35][CH:36]=[C:37]([N+:39]([O-:41])=[O:40])[CH:38]=2)[C:3]=1[C:42]([O:44][CH3:45])=[O:43].[ClH:48].[CH2:47]([Cl:49])[Cl:48], predict the reactants needed to synthesize it. The reactants are: [CH3:1][C:2]1[NH:7][C:6]([CH3:8])=[C:5]([C:9]([O:11][C:12]([CH2:15][N:16]([CH2:18][CH2:19][CH:20]([C:27]2[CH:28]=[CH:29][CH:30]=[CH:31][CH:32]=2)[C:21]2[CH:22]=[CH:23][CH:24]=[CH:25][CH:26]=2)[CH3:17])([CH3:14])[CH3:13])=[O:10])[CH:4]([C:33]2[CH:34]=[CH:35][CH:36]=[C:37]([N+:39]([O-:41])=[O:40])[CH:38]=2)[C:3]=1[C:42]([O:44][CH3:45])=[O:43].Cl.[CH2:47]([Cl:49])[Cl:48]. (5) Given the product [C:6]([O:10][C:11](=[O:22])[NH:12][CH:13]([C:15]1[CH:16]=[N:17][C:18]([Cl:21])=[CH:19][C:20]=1[I:23])[CH3:14])([CH3:7])([CH3:8])[CH3:9], predict the reactants needed to synthesize it. The reactants are: C([Li])(C)(C)C.[C:6]([O:10][C:11](=[O:22])[NH:12][CH:13]([C:15]1[CH:16]=[N:17][C:18]([Cl:21])=[CH:19][CH:20]=1)[CH3:14])([CH3:9])([CH3:8])[CH3:7].[I:23]I. (6) Given the product [NH:24]1[C:25]2[C:21](=[CH:20][CH:19]=[C:18]([CH2:17][NH:16][C:12]3[N:11]=[C:10]([NH:9][C:6]4[CH:5]=[C:4]([CH:1]5[CH2:2][CH2:3]5)[NH:8][N:7]=4)[CH:15]=[CH:14][N:13]=3)[CH:26]=2)[CH:22]=[CH:23]1, predict the reactants needed to synthesize it. The reactants are: [CH:1]1([C:4]2[NH:8][N:7]=[C:6]([NH:9][C:10]3[CH:15]=[CH:14][N:13]=[C:12]([NH:16][CH2:17][C:18]4[CH:26]=[C:25]5[C:21]([CH:22]=[CH:23][N:24]5S(C5C=CC(C)=CC=5)(=O)=O)=[CH:20][CH:19]=4)[N:11]=3)[CH:5]=2)[CH2:3][CH2:2]1.[OH-].[K+]. (7) Given the product [CH2:13]([O:15][C:16]([CH2:18][C:19]1([CH3:36])[CH2:28][CH2:27][C:26]2[C:21](=[C:22]([CH3:35])[C:23]([CH3:34])=[C:24]([S:30]([NH:9][C:2](=[NH:10])[C:3]3[CH:8]=[CH:7][CH:6]=[CH:5][CH:4]=3)(=[O:31])=[O:32])[C:25]=2[CH3:29])[O:20]1)=[O:17])[CH3:14], predict the reactants needed to synthesize it. The reactants are: Cl.[C:2]([NH2:10])(=[NH:9])[C:3]1[CH:8]=[CH:7][CH:6]=[CH:5][CH:4]=1.[OH-].[Na+].[CH2:13]([O:15][C:16]([CH2:18][C:19]1([CH3:36])[CH2:28][CH2:27][C:26]2[C:21](=[C:22]([CH3:35])[C:23]([CH3:34])=[C:24]([S:30](Cl)(=[O:32])=[O:31])[C:25]=2[CH3:29])[O:20]1)=[O:17])[CH3:14].Cl. (8) Given the product [F:8][C:7]([F:9])([F:10])[C:2]([C:11]([F:12])([F:14])[F:13])([OH:1])[CH2:3][OH:4], predict the reactants needed to synthesize it. The reactants are: [OH:1][C:2]([C:11]([F:14])([F:13])[F:12])([C:7]([F:10])([F:9])[F:8])[C:3](OC)=[O:4].B.[Na].O.Cl. (9) Given the product [Cl:1][CH2:2][C:3]1[NH:37][C:35](=[O:36])[C:34]([C:32]#[N:33])=[CH:11][C:4]=1[C:5]([O:7][CH2:8][CH3:9])=[O:6], predict the reactants needed to synthesize it. The reactants are: [Cl:1][CH2:2][C:3](=O)[CH2:4][C:5]([O:7][CH2:8][CH3:9])=[O:6].[C:11](OC(=O)C)(=O)C.C(OC(OCC)OCC)C.[O-]CC.[Na+].[C:32]([CH2:34][C:35]([NH2:37])=[O:36])#[N:33]. (10) Given the product [Br:1][C:2]1[CH:10]=[C:9]2[C:5]([C:6]([C:11]([O:13][CH3:14])=[O:12])=[CH:7][N:8]2[S:23]([C:19]2[CH:18]=[N:17][CH:22]=[CH:21][CH:20]=2)(=[O:25])=[O:24])=[CH:4][CH:3]=1, predict the reactants needed to synthesize it. The reactants are: [Br:1][C:2]1[CH:10]=[C:9]2[C:5]([C:6]([C:11]([O:13][CH3:14])=[O:12])=[CH:7][NH:8]2)=[CH:4][CH:3]=1.[H-].[Na+].[N:17]1[CH:22]=[CH:21][CH:20]=[C:19]([S:23](Cl)(=[O:25])=[O:24])[CH:18]=1.O.